This data is from Full USPTO retrosynthesis dataset with 1.9M reactions from patents (1976-2016). The task is: Predict the reactants needed to synthesize the given product. (1) Given the product [Cl:18][C:16]1[CH:15]=[CH:14][C:13]([N:19]2[N:23]=[CH:22][CH:21]=[N:20]2)=[C:12]([C:10]([N:4]2[CH2:5][CH2:6][CH2:7][C@@H:8]([CH3:9])[C@H:3]2[CH2:2][NH:1][C:25]2[N:30]=[CH:29][C:28]([C:31]([F:34])([F:33])[F:32])=[CH:27][N:26]=2)=[O:11])[CH:17]=1, predict the reactants needed to synthesize it. The reactants are: [NH2:1][CH2:2][C@@H:3]1[C@H:8]([CH3:9])[CH2:7][CH2:6][CH2:5][N:4]1[C:10]([C:12]1[CH:17]=[C:16]([Cl:18])[CH:15]=[CH:14][C:13]=1[N:19]1[N:23]=[CH:22][CH:21]=[N:20]1)=[O:11].Cl[C:25]1[N:30]=[CH:29][C:28]([C:31]([F:34])([F:33])[F:32])=[CH:27][N:26]=1. (2) Given the product [C:44]([C:38]1[CH:39]=[C:40]([CH:41]([CH3:43])[CH3:42])[C:34]2[O:33][C:32]([C:29]3[CH:28]=[CH:27][C:26]([C:25]([NH:24][CH2:23][C@H:19]4[CH2:20][CH2:21][CH2:22][NH:17][CH2:18]4)=[O:46])=[CH:31][CH:30]=3)=[N:36][C:35]=2[CH:37]=1)#[N:45], predict the reactants needed to synthesize it. The reactants are: O1C2C=CC=CC=2N=C1.C(OC([N:17]1[CH2:22][CH2:21][CH2:20][C@H:19]([CH2:23][NH:24][C:25](=[O:46])[C:26]2[CH:31]=[CH:30][C:29]([C:32]3[O:33][C:34]4[C:40]([CH:41]([CH3:43])[CH3:42])=[CH:39][C:38]([C:44]#[N:45])=[CH:37][C:35]=4[N:36]=3)=[CH:28][CH:27]=2)[CH2:18]1)=O)(C)(C)C.FC(F)(F)C(O)=O. (3) Given the product [C:1]([O:5][C:6](=[O:12])[NH:7][CH2:8][CH2:9][CH2:10][NH:11][C:13](=[O:20])[C:14]1[CH:19]=[CH:18][CH:17]=[CH:16][CH:15]=1)([CH3:4])([CH3:2])[CH3:3], predict the reactants needed to synthesize it. The reactants are: [C:1]([O:5][C:6](=[O:12])[NH:7][CH2:8][CH2:9][CH2:10][NH2:11])([CH3:4])([CH3:3])[CH3:2].[C:13](Cl)(=[O:20])[C:14]1[CH:19]=[CH:18][CH:17]=[CH:16][CH:15]=1.C(N(CC)CC)C. (4) Given the product [NH2:28][C:12]1[C:11]([C:8]2[S:9][C:10]3[C:2]([C:34]#[N:38])=[CH:3][CH:4]=[CH:5][C:6]=3[N:7]=2)=[CH:16][C:15]([C:17]2[CH:18]=[N:19][N:20]([CH:22]3[CH2:27][CH2:26][NH:25][CH2:24][CH2:23]3)[CH:21]=2)=[CH:14][N:13]=1, predict the reactants needed to synthesize it. The reactants are: F[C:2]1[C:10]2[S:9][C:8]([C:11]3[C:12]([NH2:28])=[N:13][CH:14]=[C:15]([C:17]4[CH:18]=[N:19][N:20]([CH:22]5[CH2:27][CH2:26][NH:25][CH2:24][CH2:23]5)[CH:21]=4)[CH:16]=3)=[N:7][C:6]=2[C:5](C(F)(F)F)=[CH:4][CH:3]=1.I[C:34]1SC2C(C#N)=CC=CC=2[N:38]=1. (5) Given the product [CH2:5]([Si:10]([CH3:17])([CH3:9])[O:11][CH2:12][CH3:13])[CH:6]=[CH2:7], predict the reactants needed to synthesize it. The reactants are: BrCCBr.[CH2:5](Br)[CH:6]=[CH2:7].[CH3:9][Si:10]([CH3:17])(OCC)[O:11][CH2:12][CH3:13]. (6) Given the product [CH2:1]([N:3]1[C:7]2=[N:8][C:9]([CH2:32][CH3:33])=[C:10]([CH2:19][NH:20][C:21]([C:23]3[CH:24]=[CH:25][CH:26]=[C:89]([C:87]([NH:34][CH2:35][C:36]4[CH:41]=[CH:40][N:39]=[C:38]([C:42]5[CH:47]=[CH:46][CH:45]=[C:44]([CH2:48][N:49]6[CH2:54][CH2:53][NH:52][C@@H:51]([CH3:62])[CH2:50]6)[CH:43]=5)[CH:37]=4)=[O:93])[N:28]=3)=[O:22])[C:11]([NH:12][CH:13]3[CH2:18][CH2:17][O:16][CH2:15][CH2:14]3)=[C:6]2[CH:5]=[N:4]1)[CH3:2], predict the reactants needed to synthesize it. The reactants are: [CH2:1]([N:3]1[C:7]2=[N:8][C:9]([CH2:32][CH3:33])=[C:10]([CH2:19][NH:20][C:21]([C:23]3[N:28]=C(C(O)=O)[CH:26]=[CH:25][CH:24]=3)=[O:22])[C:11]([NH:12][CH:13]3[CH2:18][CH2:17][O:16][CH2:15][CH2:14]3)=[C:6]2[CH:5]=[N:4]1)[CH3:2].[NH2:34][CH2:35][C:36]1[CH:41]=[CH:40][N:39]=[C:38]([C:42]2[CH:43]=[C:44]([CH2:48][N:49]3[CH2:54][CH2:53][N:52](C(OC(C)(C)C)=O)[C@@H:51]([CH3:62])[CH2:50]3)[CH:45]=[CH:46][CH:47]=2)[CH:37]=1.CN(C(ON1N=NC2C=CC=CC1=2)=[N+](C)C)C.F[P-](F)(F)(F)(F)F.[C:87]([OH:93])([C:89](F)(F)F)=O. (7) Given the product [CH:17]1[C:18]2[N:19]([CH2:33][CH2:32][CH2:37][Si:2]([Cl:4])([Cl:3])[Cl:1])[C:20]3[C:12](=[CH:11][CH:10]=[CH:9][CH:8]=3)[C:13]=2[CH:14]=[CH:15][CH:16]=1, predict the reactants needed to synthesize it. The reactants are: [Cl:1][SiH:2]([Cl:4])[Cl:3].C([C:8]1[C:20]2[NH:19][C:18]3[C:13](=[CH:14][CH:15]=[CH:16][CH:17]=3)[C:12]=2[CH:11]=[CH:10][CH:9]=1)C=C.C([Si](C)(C)O[Si](C=C)(C)C)=C.[C:32]1(C)[CH:37]=CC=C[CH:33]=1. (8) Given the product [F:16][C:15]1[CH:14]=[C:13]([C:17]([OH:20])([CH3:18])[CH3:19])[CH:12]=[C:11]([F:21])[C:10]=1[C:4]1[S:3][C:2]([NH:1][C:23]2[N:28]=[C:27]3[CH2:29][N:30]([CH3:33])[C:31](=[O:32])[C:26]3=[CH:25][CH:24]=2)=[C:6]([C:7]([NH2:9])=[O:8])[CH:5]=1, predict the reactants needed to synthesize it. The reactants are: [NH2:1][C:2]1[S:3][C:4]([C:10]2[C:15]([F:16])=[CH:14][C:13]([C:17]([OH:20])([CH3:19])[CH3:18])=[CH:12][C:11]=2[F:21])=[CH:5][C:6]=1[C:7]([NH2:9])=[O:8].Cl[C:23]1[N:28]=[C:27]2[CH2:29][N:30]([CH3:33])[C:31](=[O:32])[C:26]2=[CH:25][CH:24]=1. (9) Given the product [CH3:53][O:54][C:55]1[CH:56]=[C:57]([C:63]2[CH:68]=[CH:67][CH:66]=[C:65]([NH:69][C:24]([C:19]3[C:20](=[O:23])[O:21][C:22]4[C:17]([CH:18]=3)=[CH:16][CH:15]=[CH:14][C:13]=4[O:12][C:11]([F:10])([F:28])[F:27])=[O:26])[CH:64]=2)[CH:58]=[CH:59][C:60]=1[O:61][CH3:62], predict the reactants needed to synthesize it. The reactants are: CCN(C(C)C)C(C)C.[F:10][C:11]([F:28])([F:27])[O:12][C:13]1[CH:14]=[CH:15][CH:16]=[C:17]2[C:22]=1[O:21][C:20](=[O:23])[C:19]([C:24]([OH:26])=O)=[CH:18]2.CN(C(ON1N=NC2C=CC=NC1=2)=[N+](C)C)C.F[P-](F)(F)(F)(F)F.[CH3:53][O:54][C:55]1[CH:56]=[C:57]([C:63]2[CH:68]=[CH:67][CH:66]=[C:65]([NH2:69])[CH:64]=2)[CH:58]=[CH:59][C:60]=1[O:61][CH3:62]. (10) Given the product [C:16]([O:20][C:21]([N:23]1[CH2:28][CH:27]([CH3:29])[N:26]([CH2:11][C:10]2[CH:13]=[CH:14][CH:15]=[C:8]([C:6]3[CH:5]=[CH:4][N:3]=[C:2]([Cl:1])[N:7]=3)[CH:9]=2)[CH:25]([CH3:30])[CH2:24]1)=[O:22])([CH3:19])([CH3:17])[CH3:18], predict the reactants needed to synthesize it. The reactants are: [Cl:1][C:2]1[N:7]=[C:6]([C:8]2[CH:9]=[C:10]([CH:13]=[CH:14][CH:15]=2)[CH:11]=O)[CH:5]=[CH:4][N:3]=1.[C:16]([O:20][C:21]([N:23]1[CH2:28][CH:27]([CH3:29])[NH:26][CH:25]([CH3:30])[CH2:24]1)=[O:22])([CH3:19])([CH3:18])[CH3:17].